From a dataset of Forward reaction prediction with 1.9M reactions from USPTO patents (1976-2016). Predict the product of the given reaction. Given the reactants [NH2:1][C:2]([C:4]1[CH:9]=[C:8]([C:10]([NH:12][CH2:13][C:14]([CH3:17])([CH3:16])[CH3:15])=[O:11])[CH:7]=[CH:6][C:5]=1[C:18]1[C:23]([CH3:24])=[C:22]([F:25])[CH:21]=[C:20]([C:26]([OH:28])=O)[CH:19]=1)=[O:3].CN(C(ON1N=NC2C=CC=CC1=2)=[N+](C)C)C.F[P-](F)(F)(F)(F)F.CCN(CC)CC.[NH2:60][CH2:61][C@@H:62]([OH:64])[CH3:63], predict the reaction product. The product is: [CH3:15][C:14]([CH3:17])([CH3:16])[CH2:13][NH:12][C:10]([C:8]1[CH:9]=[C:4]([C:2]([NH2:1])=[O:3])[C:5]([C:18]2[C:23]([CH3:24])=[C:22]([F:25])[CH:21]=[C:20]([C:26]([NH:60][CH2:61][C@@H:62]([OH:64])[CH3:63])=[O:28])[CH:19]=2)=[CH:6][CH:7]=1)=[O:11].